From a dataset of Full USPTO retrosynthesis dataset with 1.9M reactions from patents (1976-2016). Predict the reactants needed to synthesize the given product. (1) Given the product [CH3:1][S:2]([C:5]1[CH:10]=[CH:9][C:8]([N:11]2[CH:20]=[C:19]3[C:13]([CH2:14][CH2:15][NH:16][CH2:17][CH2:18]3)=[N:12]2)=[CH:7][CH:6]=1)(=[O:4])=[O:3], predict the reactants needed to synthesize it. The reactants are: [CH3:1][S:2]([C:5]1[CH:10]=[CH:9][C:8]([N:11]2[CH:20]=[C:19]3[C:13]([CH2:14][CH2:15][N:16](C(OC(C)(C)C)=O)[CH2:17][CH2:18]3)=[N:12]2)=[CH:7][CH:6]=1)(=[O:4])=[O:3].Cl. (2) Given the product [CH2:2]([O:1][C:6]1[N:19]=[C:18]([O:20][CH2:21][C:22]([F:25])([F:23])[F:24])[CH:17]=[CH:16][C:7]=1[C:8]([O:10][CH2:11][CH3:12])=[O:9])[CH3:3], predict the reactants needed to synthesize it. The reactants are: [O-:1][CH2:2][CH3:3].[Na+].Cl[C:6]1[N:19]=[C:18]([O:20][CH2:21][C:22]([F:25])([F:24])[F:23])[CH:17]=[CH:16][C:7]=1[C:8]([O:10][CH2:11][C:12](F)(F)F)=[O:9].O. (3) Given the product [CH3:26][O:25][C:23](=[O:24])[CH2:22][N:12]1[CH:13]=[C:9]([B:4]2[O:5][C:6]([CH3:7])([CH3:8])[C:2]([CH3:14])([CH3:1])[O:3]2)[CH:10]=[N:11]1, predict the reactants needed to synthesize it. The reactants are: [CH3:1][C:2]1([CH3:14])[C:6]([CH3:8])([CH3:7])[O:5][B:4]([C:9]2[CH:10]=[N:11][NH:12][CH:13]=2)[O:3]1.C([O-])([O-])=O.[Cs+].[Cs+].Br[CH2:22][C:23]([O:25][CH3:26])=[O:24]. (4) Given the product [F:1][C:2]1[CH:7]=[CH:6][C:5]([CH2:8][C:9]2[C:11]3[CH2:12][S:13][CH2:14][CH2:15][C:16]=3[N:35]=[C:33]([NH:32][C:22]3[CH:23]=[CH:24][C:25]([N:26]4[CH:30]=[C:29]([CH3:31])[N:28]=[CH:27]4)=[C:20]([O:19][CH3:18])[CH:21]=3)[N:34]=2)=[CH:4][CH:3]=1, predict the reactants needed to synthesize it. The reactants are: [F:1][C:2]1[CH:7]=[CH:6][C:5]([CH2:8][C:9]([CH:11]2[C:16](=O)[CH2:15][CH2:14][S:13][CH2:12]2)=O)=[CH:4][CH:3]=1.[CH3:18][O:19][C:20]1[CH:21]=[C:22]([NH:32][C:33]([NH2:35])=[NH:34])[CH:23]=[CH:24][C:25]=1[N:26]1[CH:30]=[C:29]([CH3:31])[N:28]=[CH:27]1.C(=O)([O-])[O-].[K+].[K+].C(Cl)Cl. (5) Given the product [Cl:18][C:12]1[CH:13]=[CH:14][C:15]([Cl:17])=[CH:16][C:11]=1[C@H:9]([NH:8][C:6]1[C:5]([N+:19]([O-:21])=[O:20])=[CH:4][N:3]=[C:2]([NH:31][CH2:32][C@@H:33]2[CH2:37][CH2:36][N:35]([C:38]([O:40][C:41]([CH3:44])([CH3:43])[CH3:42])=[O:39])[CH2:34]2)[N:7]=1)[CH3:10], predict the reactants needed to synthesize it. The reactants are: Cl[C:2]1[N:7]=[C:6]([NH:8][C@@H:9]([C:11]2[CH:16]=[C:15]([Cl:17])[CH:14]=[CH:13][C:12]=2[Cl:18])[CH3:10])[C:5]([N+:19]([O-:21])=[O:20])=[CH:4][N:3]=1.C(N(C(C)C)CC)(C)C.[NH2:31][CH2:32][C@@H:33]1[CH2:37][CH2:36][N:35]([C:38]([O:40][C:41]([CH3:44])([CH3:43])[CH3:42])=[O:39])[CH2:34]1. (6) Given the product [Cl:1][C:2]1[CH:7]=[CH:6][C:5]([N:8]2[CH:12]=[CH:11][CH:10]=[C:9]2[CH:13]=[CH:14][C:15]([O:17][N:38]2[CH2:43][CH2:42][CH:41]([CH2:44][C:45]([O:47][CH2:48][CH3:49])=[O:46])[CH2:40][CH2:39]2)=[O:16])=[C:4]([CH:18]([C:20]2[CH:25]=[CH:24][CH:23]=[C:22]([O:26][CH3:27])[CH:21]=2)[OH:19])[CH:3]=1, predict the reactants needed to synthesize it. The reactants are: [Cl:1][C:2]1[CH:7]=[CH:6][C:5]([N:8]2[CH:12]=[CH:11][CH:10]=[C:9]2[CH:13]=[CH:14][C:15]([OH:17])=[O:16])=[C:4]([CH:18]([C:20]2[CH:25]=[CH:24][CH:23]=[C:22]([O:26][CH3:27])[CH:21]=2)[OH:19])[CH:3]=1.ON1C2C=CC=CC=2N=N1.[NH:38]1[CH2:43][CH2:42][CH:41]([CH2:44][C:45]([O:47][CH2:48][CH3:49])=[O:46])[CH2:40][CH2:39]1.Cl.C(N=C=NCCCN(C)C)C. (7) Given the product [CH2:8]([C@H:15]1[CH2:19][O:18][C:17](=[O:20])[N:16]1[C:21](=[O:40])[C@@H:22]([O:32][C:33]1[CH:38]=[CH:37][C:36]([CH3:39])=[CH:35][CH:34]=1)[CH2:23][C:24]1[CH:29]=[CH:28][C:27]([OH:30])=[CH:26][CH:25]=1)[C:9]1[CH:14]=[CH:13][CH:12]=[CH:11][CH:10]=1, predict the reactants needed to synthesize it. The reactants are: C([SiH](CC)CC)C.[CH2:8]([C@H:15]1[CH2:19][O:18][C:17](=[O:20])[N:16]1[C:21](=[O:40])[C@@H:22]([O:32][C:33]1[CH:38]=[CH:37][C:36]([CH3:39])=[CH:35][CH:34]=1)[C@H:23](O)[C:24]1[CH:29]=[CH:28][C:27]([OH:30])=[CH:26][CH:25]=1)[C:9]1[CH:14]=[CH:13][CH:12]=[CH:11][CH:10]=1.